Dataset: Reaction yield outcomes from USPTO patents with 853,638 reactions. Task: Predict the reaction yield, written as a fraction of the theoretical maximum amount of product (1.0 means a 100% yield; for example, 0.34 means a 34% yield). (1) The product is [CH:13]1([CH2:16][O:17][C:18]2[CH:23]=[CH:22][C:21]([S:24]([CH2:27][CH3:28])(=[O:26])=[O:25])=[CH:20][C:19]=2[C:2]2[C:3]3[CH:12]=[CH:11][O:10][C:4]=3[C:5](=[O:9])[N:6]([CH3:8])[CH:7]=2)[CH2:14][CH2:15]1. The reactants are Br[C:2]1[C:3]2[CH:12]=[CH:11][O:10][C:4]=2[C:5](=[O:9])[N:6]([CH3:8])[CH:7]=1.[CH:13]1([CH2:16][O:17][C:18]2[CH:23]=[CH:22][C:21]([S:24]([CH2:27][CH3:28])(=[O:26])=[O:25])=[CH:20][C:19]=2B2OC(C)(C)C(C)(C)O2)[CH2:15][CH2:14]1.C([O-])(O)=O.[Na+]. The yield is 0.250. The catalyst is O1CCOCC1.O.C1C=CC(P(C2C=CC=CC=2)[C-]2C=CC=C2)=CC=1.C1C=CC(P(C2C=CC=CC=2)[C-]2C=CC=C2)=CC=1.Cl[Pd]Cl.[Fe+2]. (2) The reactants are [NH:1]([C@@H:3]([CH2:6][CH:7]1[CH2:12][CH2:11][CH2:10][O:9][CH2:8]1)[CH2:4][OH:5])N. The catalyst is CO.[Ni]. The product is [NH2:1][C@@H:3]([CH2:6][CH:7]1[CH2:12][CH2:11][CH2:10][O:9][CH2:8]1)[CH2:4][OH:5]. The yield is 0.900. (3) The reactants are Cl[CH2:2][C:3]([N:5]1[CH2:10][CH2:9][CH:8]([O:11][C:12]2[CH:13]=[N:14][C:15]([N:18]3[C:26]4[C:21](=[CH:22][C:23]([S:27]([CH3:30])(=[O:29])=[O:28])=[CH:24][CH:25]=4)[CH:20]=[CH:19]3)=[CH:16][CH:17]=2)[CH2:7][CH2:6]1)=[O:4].[I-].[K+].[NH:33]1[CH2:37][CH2:36][CH2:35][CH2:34]1.C(=O)([O-])[O-].[K+].[K+]. The catalyst is CN(C=O)C. The product is [CH3:30][S:27]([C:23]1[CH:22]=[C:21]2[C:26](=[CH:25][CH:24]=1)[N:18]([C:15]1[N:14]=[CH:13][C:12]([O:11][CH:8]3[CH2:9][CH2:10][N:5]([C:3](=[O:4])[CH2:2][N:33]4[CH2:37][CH2:36][CH2:35][CH2:34]4)[CH2:6][CH2:7]3)=[CH:17][CH:16]=1)[CH:19]=[CH:20]2)(=[O:28])=[O:29]. The yield is 0.523. (4) The reactants are [CH2:1]([N:8]1[C:13](=[O:14])[C:12]([CH3:15])=[C:11]([CH3:16])[N:10]=[C:9]1[CH:17]([N:21]1[CH:25]=[C:24]([CH2:26][CH2:27][N:28]2C(=O)C3C(=CC=CC=3)C2=O)[N:23]=[C:22]1[C:39]1[CH:44]=[CH:43][C:42]([CH3:45])=[CH:41][CH:40]=1)[CH:18]([CH3:20])[CH3:19])[C:2]1[CH:7]=[CH:6][CH:5]=[CH:4][CH:3]=1.O.NN. The catalyst is CCO. The product is [NH2:28][CH2:27][CH2:26][C:24]1[N:23]=[C:22]([C:39]2[CH:40]=[CH:41][C:42]([CH3:45])=[CH:43][CH:44]=2)[N:21]([CH:17]([C:9]2[N:8]([CH2:1][C:2]3[CH:3]=[CH:4][CH:5]=[CH:6][CH:7]=3)[C:13](=[O:14])[C:12]([CH3:15])=[C:11]([CH3:16])[N:10]=2)[CH:18]([CH3:20])[CH3:19])[CH:25]=1. The yield is 0.720. (5) The yield is 0.600. The catalyst is CN(C=O)C.O. The reactants are Br.[CH2:2]([C:4]1[N:5]=[C:6]([C@@H:9]([NH2:20])[CH2:10][C:11]2[CH:16]=[CH:15][C:14]([N+:17]([O-:19])=[O:18])=[CH:13][CH:12]=2)[S:7][CH:8]=1)[CH3:3].[C:21]1([CH2:27][C:28](O)=[O:29])[CH:26]=[CH:25][CH:24]=[CH:23][CH:22]=1.ON1C2C=CC=CC=2N=N1.CN(C)CCCN=C=NCC.C(N(CC)CC)C. The product is [CH2:2]([C:4]1[N:5]=[C:6]([CH:9]([NH:20][C:28](=[O:29])[CH2:27][C:21]2[CH:26]=[CH:25][CH:24]=[CH:23][CH:22]=2)[CH2:10][C:11]2[CH:16]=[CH:15][C:14]([N+:17]([O-:19])=[O:18])=[CH:13][CH:12]=2)[S:7][CH:8]=1)[CH3:3]. (6) The catalyst is ClCCl. The product is [C:13]([C:7]1([C:1]2[CH:2]=[CH:3][CH:4]=[CH:5][CH:6]=2)[CH2:8][CH2:9][N:10]([C:22]([O:24][C:25]([CH3:28])([CH3:27])[CH3:26])=[O:23])[CH2:11][CH2:12]1)#[N:14]. The reactants are [C:1]1([C:7]2([C:13]#[N:14])[CH2:12][CH2:11][NH:10][CH2:9][CH2:8]2)[CH:6]=[CH:5][CH:4]=[CH:3][CH:2]=1.C(N(CC)CC)C.[C:22](O[C:22]([O:24][C:25]([CH3:28])([CH3:27])[CH3:26])=[O:23])([O:24][C:25]([CH3:28])([CH3:27])[CH3:26])=[O:23]. The yield is 1.00. (7) The product is [C:1]1([S:7]([N:11]2[C:19]3[C:14](=[CH:15][CH:16]=[CH:17][CH:18]=3)[CH2:13][CH2:12]2)(=[O:9])=[O:8])[CH:6]=[CH:5][CH:4]=[CH:3][CH:2]=1. The catalyst is CN(C1C=CN=CC=1)C.C(Cl)Cl. The yield is 0.960. The reactants are [C:1]1([S:7](Cl)(=[O:9])=[O:8])[CH:6]=[CH:5][CH:4]=[CH:3][CH:2]=1.[NH:11]1[C:19]2[C:14](=[CH:15][CH:16]=[CH:17][CH:18]=2)[CH2:13][CH2:12]1.CCN(CC)CC. (8) The reactants are [Br:1][C:2]1[CH:7]=[C:6]([Cl:8])[CH:5]=[C:4]([NH2:9])[C:3]=1[NH2:10].[C:11](N1C=CN=C1)(N1C=CN=C1)=[O:12]. The catalyst is C(Cl)(Cl)Cl. The product is [Br:1][C:2]1[C:3]2[NH:10][C:11](=[O:12])[NH:9][C:4]=2[CH:5]=[C:6]([Cl:8])[CH:7]=1. The yield is 0.800. (9) The reactants are Cl[CH2:2][C:3]1[C:8]([CH2:9]Cl)=[CH:7][CH:6]=[CH:5][N:4]=1.[NH2:11][C:12]1[CH:20]=[CH:19][C:18]2[N:17]3[C:21](=[O:29])[O:22][C@@H:23]([CH2:24][NH:25][C:26](=[O:28])[CH3:27])[C@@H:16]3[CH2:15][C:14]=2[CH:13]=1.C([O-])([O-])=O.[K+].[K+].CN(C=O)C. The catalyst is C(Cl)Cl.O. The product is [O:29]=[C:21]1[N:17]2[C:18]3[CH:19]=[CH:20][C:12]([N:11]4[CH2:9][C:8]5[C:3](=[N:4][CH:5]=[CH:6][CH:7]=5)[CH2:2]4)=[CH:13][C:14]=3[CH2:15][C@H:16]2[C@H:23]([CH2:24][NH:25][C:26](=[O:28])[CH3:27])[O:22]1. The yield is 0.800.